This data is from Reaction yield outcomes from USPTO patents with 853,638 reactions. The task is: Predict the reaction yield, written as a fraction of the theoretical maximum amount of product (1.0 means a 100% yield; for example, 0.34 means a 34% yield). The reactants are NOS(O)(=O)=O.[C:7]1(=[O:15])[CH2:14][CH2:13][CH2:12][CH2:11][CH2:10][CH2:9][CH2:8]1.[Cl-].[NH4+:17].O. The catalyst is C(O)=O. The product is [C:7]1(=[O:15])[CH2:8][CH2:9][CH2:10][CH2:11][CH2:12][CH2:13][CH2:14][NH:17]1. The yield is 0.650.